From a dataset of Catalyst prediction with 721,799 reactions and 888 catalyst types from USPTO. Predict which catalyst facilitates the given reaction. (1) Reactant: [CH2:1]([O:5][CH2:6][CH2:7][O:8][C:9]1[CH:14]=[CH:13][C:12]([C:15]2[CH:33]=[N:32][C:18]3[N:19]([CH2:28][CH:29]([CH3:31])[CH3:30])[CH2:20][CH2:21][C:22]([C:24]([O:26]C)=[O:25])=[CH:23][C:17]=3[CH:16]=2)=[CH:11][CH:10]=1)[CH2:2][CH2:3][CH3:4].[OH-].[Na+].O.Cl. Product: [CH2:1]([O:5][CH2:6][CH2:7][O:8][C:9]1[CH:10]=[CH:11][C:12]([C:15]2[CH:33]=[N:32][C:18]3[N:19]([CH2:28][CH:29]([CH3:30])[CH3:31])[CH2:20][CH2:21][C:22]([C:24]([OH:26])=[O:25])=[CH:23][C:17]=3[CH:16]=2)=[CH:13][CH:14]=1)[CH2:2][CH2:3][CH3:4]. The catalyst class is: 36. (2) Reactant: [CH:1]([S:4][C:5]1[S:32][C:8]2[O:9][C:10]3[CH:30]=[C:29]([CH3:31])[CH:28]=[CH:27][C:11]=3[N:12]=[C:13]([N:14]3[CH2:19][CH2:18][N:17]([CH2:20][C:21]([CH3:26])([CH3:25])[C:22]([OH:24])=[O:23])[CH2:16][CH2:15]3)[C:7]=2[CH:6]=1)([CH3:3])[CH3:2].[ClH:33]. Product: [ClH:33].[CH:1]([S:4][C:5]1[S:32][C:8]2[O:9][C:10]3[CH:30]=[C:29]([CH3:31])[CH:28]=[CH:27][C:11]=3[N:12]=[C:13]([N:14]3[CH2:19][CH2:18][N:17]([CH2:20][C:21]([CH3:25])([CH3:26])[C:22]([OH:24])=[O:23])[CH2:16][CH2:15]3)[C:7]=2[CH:6]=1)([CH3:3])[CH3:2]. The catalyst class is: 21. (3) Reactant: [C:1]1([C:6]2[N:11]=[C:10]([C:12]([NH:14][C@@H:15]([C:19]3[CH:24]=[CH:23][C:22]([O:25][C:26]([F:29])([F:28])[F:27])=[CH:21][CH:20]=3)[CH2:16][O:17][CH3:18])=[O:13])[CH:9]=[C:8]([O:30][CH3:31])[N:7]=2)[CH2:5][CH2:4][CH2:3][CH:2]=1.[H][H]. Product: [CH:1]1([C:6]2[N:11]=[C:10]([C:12]([NH:14][C@@H:15]([C:19]3[CH:20]=[CH:21][C:22]([O:25][C:26]([F:29])([F:27])[F:28])=[CH:23][CH:24]=3)[CH2:16][O:17][CH3:18])=[O:13])[CH:9]=[C:8]([O:30][CH3:31])[N:7]=2)[CH2:5][CH2:4][CH2:3][CH2:2]1. The catalyst class is: 481. (4) Reactant: [Br:1][C:2]1[C:7]([Cl:8])=[C:6]([F:9])[CH:5]=[C:4]([Br:10])[C:3]=1N.C(ON=O)CC(C)C. Product: [Br:1][C:2]1[CH:3]=[C:4]([Br:10])[CH:5]=[C:6]([F:9])[C:7]=1[Cl:8]. The catalyst class is: 3.